From a dataset of Reaction yield outcomes from USPTO patents with 853,638 reactions. Predict the reaction yield, written as a fraction of the theoretical maximum amount of product (1.0 means a 100% yield; for example, 0.34 means a 34% yield). (1) The catalyst is CN(C=O)C. The reactants are [C@@H:1]1([N:10]2C=CC(N)=NC2=O)[O:9][C@H:6]([CH2:7]O)[C@@H:4](O)[C@H:2]1O.[C:18](OC(=O)C1C=CC=CC=1)(=O)[C:19]1C=CC=CC=1. The yield is 0.983. The product is [C:1]([NH2:10])(=[O:9])[C:2]1[CH:4]=[CH:6][CH:7]=[CH:19][CH:18]=1. (2) The product is [F:8][C:5]1[CH:6]=[CH:7][C:2]2[NH:1][CH2:12][CH2:11][O:9][C:3]=2[CH:4]=1. The catalyst is CN(C=O)C.O. The yield is 0.430. The reactants are [NH2:1][C:2]1[CH:7]=[CH:6][C:5]([F:8])=[CH:4][C:3]=1[OH:9].Br[CH2:11][CH2:12]Br.C(=O)([O-])[O-].[K+].[K+]. (3) The reactants are [Cl-].O[NH3+:3].[C:4](=[O:7])([O-])[OH:5].[Na+].CS(C)=O.[CH2:13]([C:17]1[N:18]=[C:19]([CH3:50])[N:20]([CH2:39][C:40]2[N:44]=[C:43]([C:45]3[CH:49]=[CH:48][S:47][CH:46]=3)[O:42][N:41]=2)[C:21](=[O:38])[C:22]=1[CH2:23][C:24]1[CH:29]=[CH:28][C:27]([C:30]2[C:31]([C:36]#[N:37])=[CH:32][CH:33]=[CH:34][CH:35]=2)=[CH:26][CH:25]=1)[CH2:14][CH2:15][CH3:16]. The catalyst is C(OCC)(=O)C. The product is [CH2:13]([C:17]1[N:18]=[C:19]([CH3:50])[N:20]([CH2:39][C:40]2[N:44]=[C:43]([C:45]3[CH:49]=[CH:48][S:47][CH:46]=3)[O:42][N:41]=2)[C:21](=[O:38])[C:22]=1[CH2:23][C:24]1[CH:29]=[CH:28][C:27]([C:30]2[CH:35]=[CH:34][CH:33]=[CH:32][C:31]=2[C:36]2[NH:3][C:4](=[O:7])[O:5][N:37]=2)=[CH:26][CH:25]=1)[CH2:14][CH2:15][CH3:16]. The yield is 0.250. (4) The reactants are [CH2:1]([C:4]1[C:9]([F:10])=[C:8]([F:11])[CH:7]=[C:6]([Br:12])[C:5]=1[OH:13])[CH:2]=[CH2:3].ClC1C=C(C=CC=1)C(OO)=O.C(=O)([O-])[O-].[K+].[K+].ClC1C2OC(CO)CC=2C(C(F)(F)F)=CC=1.BrC1C2OC(CO)CC=2C(F)=C(F)C=1.C(N(C(C)C)CC)(C)C.C1(C)C=CC(S(Cl)(=O)=O)=CC=1.[CH3:81][C:82]1[CH:87]=[CH:86][C:85]([S:88]([O:91]CC2CC3C=CC=C(OC)C=3O2)(=[O:90])=[O:89])=[CH:84][CH:83]=1. The catalyst is CN(C)C1C=CN=CC=1. The product is [CH3:81][C:82]1[CH:83]=[CH:84][C:85]([S:88]([O:91][CH2:3][CH:2]2[CH2:1][C:4]3[C:9]([F:10])=[C:8]([F:11])[CH:7]=[C:6]([Br:12])[C:5]=3[O:13]2)(=[O:90])=[O:89])=[CH:86][CH:87]=1. The yield is 0.350. (5) The reactants are [Cl:1][C:2]1[CH:7]=[CH:6][C:5]([CH:8]2[CH:17]([C:18]3[N:19]([CH3:23])[CH:20]=[CH:21][N:22]=3)[C:16](=O)[C:15]3[C:14]([C:25]([O:27]CC)=O)=[CH:13][CH:12]=[CH:11][C:10]=3[NH:9]2)=[CH:4][CH:3]=1.O.[NH2:31][NH2:32]. The catalyst is CO. The product is [Cl:1][C:2]1[CH:3]=[CH:4][C:5]([CH:8]2[NH:9][C:10]3[C:15]4[C:16](=[N:31][NH:32][C:25](=[O:27])[C:14]=4[CH:13]=[CH:12][CH:11]=3)[CH:17]2[C:18]2[N:19]([CH3:23])[CH:20]=[CH:21][N:22]=2)=[CH:6][CH:7]=1. The yield is 0.650.